This data is from Full USPTO retrosynthesis dataset with 1.9M reactions from patents (1976-2016). The task is: Predict the reactants needed to synthesize the given product. (1) Given the product [ClH:20].[C:57]([C:54]1[CH:53]=[N:52][N:51]([CH:48]2[CH2:47][CH2:46][N:45]([NH:44][C:40]([C:24]3[C:23]4[C:27](=[CH:28][CH:29]=[C:21]([Cl:20])[CH:22]=4)[N:26]([CH2:30][C:31]([N:33]4[CH2:34][CH2:35][N:36]([CH3:39])[CH2:37][CH2:38]4)=[O:32])[CH:25]=3)=[O:41])[CH2:50][CH2:49]2)[C:55]=1[CH3:56])(=[O:61])[CH2:58][CH2:59][CH3:60], predict the reactants needed to synthesize it. The reactants are: C1C=CC2N(O)N=NC=2C=1.CCN(C(C)C)C(C)C.[Cl:20][C:21]1[CH:22]=[C:23]2[C:27](=[CH:28][CH:29]=1)[N:26]([CH2:30][C:31]([N:33]1[CH2:38][CH2:37][N:36]([CH3:39])[CH2:35][CH2:34]1)=[O:32])[CH:25]=[C:24]2[C:40](O)=[O:41].Cl.[NH2:44][N:45]1[CH2:50][CH2:49][CH:48]([N:51]2[C:55]([CH3:56])=[C:54]([C:57](=[O:61])[CH2:58][CH2:59][CH3:60])[CH:53]=[N:52]2)[CH2:47][CH2:46]1. (2) The reactants are: O=[C:2]1[CH2:6][CH2:5][O:4][CH2:3]1.[C:7]([O:11][C:12]([CH3:15])([CH3:14])[CH3:13])(=[O:10])[NH:8][NH2:9]. Given the product [O:4]1[CH2:5][CH2:6][C:2](=[N:9][NH:8][C:7]([O:11][C:12]([CH3:15])([CH3:14])[CH3:13])=[O:10])[CH2:3]1, predict the reactants needed to synthesize it. (3) Given the product [Cl:1][C:2]1[S:6][C:5]([S:7]([N:10]([CH2:11][O:12][CH2:13][CH2:14][Si:15]([CH3:18])([CH3:16])[CH3:17])[C:19]2[C:27]3[C:22](=[CH:23][CH:24]=[CH:25][C:26]=3[O:28][CH3:29])[N:21]([CH2:37][C:38]3[CH:39]=[C:40]([CH:45]=[CH:46][CH:47]=3)[C:41]([O:43][CH3:44])=[O:42])[N:20]=2)(=[O:9])=[O:8])=[CH:4][CH:3]=1, predict the reactants needed to synthesize it. The reactants are: [Cl:1][C:2]1[S:6][C:5]([S:7]([N:10]([C:19]2[C:27]3[C:22](=[CH:23][CH:24]=[CH:25][C:26]=3[O:28][CH3:29])[NH:21][N:20]=2)[CH2:11][O:12][CH2:13][CH2:14][Si:15]([CH3:18])([CH3:17])[CH3:16])(=[O:9])=[O:8])=[CH:4][CH:3]=1.C(=O)([O-])[O-].[K+].[K+].Br[CH2:37][C:38]1[CH:39]=[C:40]([CH:45]=[CH:46][CH:47]=1)[C:41]([O:43][CH3:44])=[O:42]. (4) Given the product [CH2:1]([N:8]1[C:13](=[O:14])[C:12]2=[CH:15][CH:16]=[C:17]([Cl:18])[N:11]2[N:10]=[C:9]1[CH:19]([Cl:32])[CH:21]1[CH2:23][CH2:22]1)[C:2]1[CH:7]=[CH:6][CH:5]=[CH:4][CH:3]=1, predict the reactants needed to synthesize it. The reactants are: [CH2:1]([N:8]1[C:13](=[O:14])[C:12]2=[CH:15][CH:16]=[C:17]([Cl:18])[N:11]2[N:10]=[C:9]1[CH:19]([CH:21]1[CH2:23][CH2:22]1)O)[C:2]1[CH:7]=[CH:6][CH:5]=[CH:4][CH:3]=1.N1C=CC=CC=1.S(Cl)([Cl:32])=O.